From a dataset of Full USPTO retrosynthesis dataset with 1.9M reactions from patents (1976-2016). Predict the reactants needed to synthesize the given product. (1) Given the product [CH2:1]([NH:5][C:10]([NH:11][CH:12]([CH3:14])[CH3:13])=[N:9][CH:6]([CH3:8])[CH3:7])[CH2:2][CH2:3][CH3:4], predict the reactants needed to synthesize it. The reactants are: [CH2:1]([NH2:5])[CH2:2][CH2:3][CH3:4].[CH:6]([N:9]=[C:10]=[N:11][CH:12]([CH3:14])[CH3:13])([CH3:8])[CH3:7].NC(N)=N. (2) Given the product [C:1]([O:4][CH2:5][C:6]1[C:7]([N:21]2[CH2:33][CH2:32][N:24]3[C:25]4[CH2:26][CH2:27][CH2:28][CH2:29][C:30]=4[CH:31]=[C:23]3[C:22]2=[O:34])=[CH:8][CH:9]=[CH:10][C:11]=1[C:36]1[CH:37]=[C:38]([NH:44][C:45]2[CH:50]=[CH:49][C:48]([F:51])=[CH:47][N:46]=2)[C:39](=[O:43])[N:40]([CH3:42])[CH:41]=1)(=[O:3])[CH3:2], predict the reactants needed to synthesize it. The reactants are: [C:1]([O:4][CH2:5][C:6]1[C:11](B2OC(C)(C)C(C)(C)O2)=[CH:10][CH:9]=[CH:8][C:7]=1[N:21]1[CH2:33][CH2:32][N:24]2[C:25]3[CH2:26][CH2:27][CH2:28][CH2:29][C:30]=3[CH:31]=[C:23]2[C:22]1=[O:34])(=[O:3])[CH3:2].Br[C:36]1[CH:37]=[C:38]([NH:44][C:45]2[CH:50]=[CH:49][C:48]([F:51])=[CH:47][N:46]=2)[C:39](=[O:43])[N:40]([CH3:42])[CH:41]=1.CC([O-])=O.[Na+]. (3) The reactants are: Br[C:2]1[N:7]=[N:6][C:5]([NH2:8])=[N:4][C:3]=1[C:9]1[CH:14]=[CH:13][CH:12]=[CH:11][CH:10]=1.[CH3:15][O:16][C:17]1[CH:18]=[C:19](B(O)O)[CH:20]=[CH:21][CH:22]=1. Given the product [CH3:15][O:16][C:17]1[CH:22]=[C:21]([C:2]2[N:7]=[N:6][C:5]([NH2:8])=[N:4][C:3]=2[C:9]2[CH:14]=[CH:13][CH:12]=[CH:11][CH:10]=2)[CH:20]=[CH:19][CH:18]=1, predict the reactants needed to synthesize it. (4) Given the product [CH2:1]([O:8][CH2:9][CH2:10][O:11][CH2:12][CH2:13][CH2:14][O:15][CH2:17][C:18]([O:20][C:21]([CH3:24])([CH3:23])[CH3:22])=[O:19])[C:2]1[CH:7]=[CH:6][CH:5]=[CH:4][CH:3]=1, predict the reactants needed to synthesize it. The reactants are: [CH2:1]([O:8][CH2:9][CH2:10][O:11][CH2:12][CH2:13][CH2:14][OH:15])[C:2]1[CH:7]=[CH:6][CH:5]=[CH:4][CH:3]=1.Br[CH2:17][C:18]([O:20][C:21]([CH3:24])([CH3:23])[CH3:22])=[O:19].[OH-].[Na+]. (5) Given the product [CH3:6][O:7][C:8]1[C:13]([O:14][CH2:15][CH2:16][NH:17][CH2:18][CH:19]([OH:35])[CH2:20][O:21][C:22]2[C:27]3[C:28]4[C:33]([NH:34][C:26]=3[CH:25]=[CH:24][CH:23]=2)=[CH:32][CH:31]=[CH:30][CH:29]=4)=[CH:12][CH:11]=[CH:10][CH:9]=1.[CH3:6][O:7][C:8]1[C:13]([O:14][CH2:15][CH2:16][NH:17][CH2:18][CH:19]([OH:35])[CH2:20][O:21][C:22]2[C:27]3[C:28]4[C:33]([NH:34][C:26]=3[CH:25]=[CH:24][CH:23]=2)=[CH:32][CH:31]=[CH:30][CH:29]=4)=[CH:12][CH:11]=[CH:10][CH:9]=1.[OH2:5].[OH:38][P:36]([OH:40])([OH:39])=[O:37].[OH:38][P:36]([OH:40])([OH:39])=[O:37], predict the reactants needed to synthesize it. The reactants are: CN(C=[O:5])C.[CH3:6][O:7][C:8]1[CH:9]=[CH:10][CH:11]=[CH:12][C:13]=1[O:14][CH2:15][CH2:16][NH:17][CH2:18][CH:19]([OH:35])[CH2:20][O:21][C:22]1[CH:23]=[CH:24][CH:25]=[C:26]2[NH:34][C:33]3[CH:32]=[CH:31][CH:30]=[CH:29][C:28]=3[C:27]=12.[P:36](=[O:40])([OH:39])([OH:38])[OH:37]. (6) Given the product [CH:10]1([CH2:9][NH:8][C:6](=[O:7])[C:5]2[C:16]([CH:18]([CH3:20])[CH3:19])=[CH:17][C:2]([NH:25][C:24]3[CH:26]=[CH:27][C:28]([Cl:29])=[C:22]([Cl:21])[CH:23]=3)=[N:3][CH:4]=2)[CH2:15][CH2:14][CH2:13][CH2:12][CH2:11]1, predict the reactants needed to synthesize it. The reactants are: Cl[C:2]1[CH:17]=[C:16]([CH:18]([CH3:20])[CH3:19])[C:5]([C:6]([NH:8][CH2:9][CH:10]2[CH2:15][CH2:14][CH2:13][CH2:12][CH2:11]2)=[O:7])=[CH:4][N:3]=1.[Cl:21][C:22]1[CH:23]=[C:24]([CH:26]=[CH:27][C:28]=1[Cl:29])[NH2:25].CC(C)([O-])C.[Na+].C1(P(C2CCCCC2)C2C=CC=CC=2C2C=CC=CC=2)CCCCC1. (7) Given the product [CH3:1][O:2][C:3](=[O:13])[C:4]1[CH:9]=[CH:8][C:7]([C:10](=[O:12])[CH2:11][Br:14])=[CH:6][CH:5]=1, predict the reactants needed to synthesize it. The reactants are: [CH3:1][O:2][C:3](=[O:13])[C:4]1[CH:9]=[CH:8][C:7]([C:10](=[O:12])[CH3:11])=[CH:6][CH:5]=1.[Br:14]Br. (8) Given the product [C:26]([O:25][C:23](=[O:24])[CH2:22][N:12]1[CH:13]=[C:9]([B:4]2[O:5][C:6]([CH3:7])([CH3:8])[C:2]([CH3:14])([CH3:1])[O:3]2)[CH:10]=[N:11]1)([CH3:29])([CH3:28])[CH3:27], predict the reactants needed to synthesize it. The reactants are: [CH3:1][C:2]1([CH3:14])[C:6]([CH3:8])([CH3:7])[O:5][B:4]([C:9]2[CH:10]=[N:11][NH:12][CH:13]=2)[O:3]1.C(=O)([O-])[O-].[K+].[K+].Br[CH2:22][C:23]([O:25][C:26]([CH3:29])([CH3:28])[CH3:27])=[O:24]. (9) Given the product [Cl:1][C:2]1[N:7]=[C:6]([NH:19][C:16]2[CH:15]=[C:14]([O:13][CH:10]([CH3:12])[CH3:11])[NH:18][N:17]=2)[C:5]([Cl:9])=[CH:4][N:3]=1, predict the reactants needed to synthesize it. The reactants are: [Cl:1][C:2]1[N:7]=[C:6](Cl)[C:5]([Cl:9])=[CH:4][N:3]=1.[CH:10]([O:13][C:14]1[NH:18][N:17]=[C:16]([NH2:19])[CH:15]=1)([CH3:12])[CH3:11].C(N(CC)CC)C. (10) Given the product [Cl:28][C:29]1[N:30]=[N:31][C:32]([C:2]2[C:10]3[S:9][C:8]([C:11]([F:14])([F:13])[F:12])=[N:7][C:6]=3[C:5]([O:15][CH3:16])=[CH:4][CH:3]=2)=[CH:33][CH:34]=1, predict the reactants needed to synthesize it. The reactants are: Br[C:2]1[C:10]2[S:9][C:8]([C:11]([F:14])([F:13])[F:12])=[N:7][C:6]=2[C:5]([O:15][CH3:16])=[CH:4][CH:3]=1.C(C(CCCC)C([O-])=O)C.[K+].[Cl:28][C:29]1[N:30]=[N:31][C:32](Cl)=[CH:33][CH:34]=1.C(=O)([O-])[O-].[Na+].[Na+].